Dataset: Full USPTO retrosynthesis dataset with 1.9M reactions from patents (1976-2016). Task: Predict the reactants needed to synthesize the given product. (1) Given the product [CH2:31]([NH:38][C:11](=[O:13])[CH:10]([OH:14])[C@@H:9]([NH2:8])[CH2:15][CH3:16])[C:32]1[CH:37]=[CH:36][CH:35]=[CH:34][CH:33]=1, predict the reactants needed to synthesize it. The reactants are: C(OC([NH:8][CH:9]([CH2:15][CH3:16])[CH:10]([OH:14])[C:11]([OH:13])=O)=O)(C)(C)C.C(Cl)CCl.C1C=CC2N(O)N=NC=2C=1.[CH2:31]([NH2:38])[C:32]1[CH:37]=[CH:36][CH:35]=[CH:34][CH:33]=1.CN1CCOCC1. (2) Given the product [NH:11]([C:2]1[N:7]=[C:6]([C:8]([OH:10])=[O:9])[CH:5]=[CH:4][N:3]=1)[C:12]1[CH:17]=[CH:16][CH:15]=[CH:14][CH:13]=1, predict the reactants needed to synthesize it. The reactants are: Cl[C:2]1[N:7]=[C:6]([C:8]([OH:10])=[O:9])[CH:5]=[CH:4][N:3]=1.[NH2:11][C:12]1[CH:17]=[CH:16][CH:15]=[CH:14][CH:13]=1.Cl.CS(C)=O. (3) Given the product [CH3:15][C:13]1[N:9]([C:6]2[CH:5]=[CH:4][C:3]([CH:1]=[CH2:2])=[CH:8][CH:7]=2)[N:10]=[CH:11][N:12]=1, predict the reactants needed to synthesize it. The reactants are: [CH:1]([C:3]1[CH:8]=[CH:7][C:6]([N:9]2[CH:13]=[N:12][CH:11]=[N:10]2)=[CH:5][CH:4]=1)=[CH2:2].[Li][CH2:15]CCC.CI. (4) The reactants are: [CH2:1]([O:8][CH2:9][C:10]([NH:12][NH:13][C:14](=O)[CH2:15][C@@H:16]1[CH:22]=[C:21]([C:23]2[CH:28]=[CH:27][C:26]([Cl:29])=[CH:25][CH:24]=2)[C:20]2[CH:30]=[CH:31][CH:32]=[CH:33][C:19]=2[N:18]2[C:34]([CH3:37])=[N:35][N:36]=[C:17]12)=[O:11])[C:2]1[CH:7]=[CH:6][CH:5]=[CH:4][CH:3]=1.P(Cl)(Cl)(Cl)=O. Given the product [CH2:1]([O:8][CH2:9][C:10]1[O:11][C:14]([CH2:15][C@@H:16]2[CH:22]=[C:21]([C:23]3[CH:24]=[CH:25][C:26]([Cl:29])=[CH:27][CH:28]=3)[C:20]3[CH:30]=[CH:31][CH:32]=[CH:33][C:19]=3[N:18]3[C:34]([CH3:37])=[N:35][N:36]=[C:17]23)=[N:13][N:12]=1)[C:2]1[CH:3]=[CH:4][CH:5]=[CH:6][CH:7]=1, predict the reactants needed to synthesize it. (5) Given the product [C:3]([O:7][C:8]([N:10]1[CH2:15][CH2:14][C:13]([C:24]2[CH:29]=[CH:28][C:27]([I:30])=[CH:26][CH:25]=2)([CH2:16][N:17]([CH3:31])[C:18](=[O:23])[C:19]([F:22])([F:21])[F:20])[CH2:12][CH2:11]1)=[O:9])([CH3:6])([CH3:4])[CH3:5], predict the reactants needed to synthesize it. The reactants are: [H-].[Na+].[C:3]([O:7][C:8]([N:10]1[CH2:15][CH2:14][C:13]([C:24]2[CH:29]=[CH:28][C:27]([I:30])=[CH:26][CH:25]=2)([CH2:16][NH:17][C:18](=[O:23])[C:19]([F:22])([F:21])[F:20])[CH2:12][CH2:11]1)=[O:9])([CH3:6])([CH3:5])[CH3:4].[CH3:31]I. (6) Given the product [ClH:28].[ClH:28].[C:1]([C:5]1[CH:27]=[CH:26][C:8]([C:9]([NH:11][C:12]2[N:13]=[C:14]3[CH:19]=[CH:18][C:17]([N:20]4[CH:24]=[CH:23][N:22]=[CH:21]4)=[CH:16][N:15]3[CH:25]=2)=[O:10])=[CH:7][CH:6]=1)([CH3:4])([CH3:2])[CH3:3], predict the reactants needed to synthesize it. The reactants are: [C:1]([C:5]1[CH:27]=[CH:26][C:8]([C:9]([NH:11][C:12]2[N:13]=[C:14]3[CH:19]=[CH:18][C:17]([N:20]4[CH:24]=[CH:23][N:22]=[CH:21]4)=[CH:16][N:15]3[CH:25]=2)=[O:10])=[CH:7][CH:6]=1)([CH3:4])([CH3:3])[CH3:2].[ClH:28].C(OCC)(=O)C. (7) Given the product [Cl:17][C:18]1[C:25]([Cl:26])=[C:24]([OH:27])[CH:23]=[CH:22][C:19]=1[CH:20]=[CH:15][C:14]([C:12]1[S:13][C:9]([C:6]2[CH:7]=[CH:8][C:3]([S:2][CH3:1])=[CH:4][CH:5]=2)=[CH:10][CH:11]=1)=[O:16], predict the reactants needed to synthesize it. The reactants are: [CH3:1][S:2][C:3]1[CH:8]=[CH:7][C:6]([C:9]2[S:13][C:12]([C:14](=[O:16])[CH3:15])=[CH:11][CH:10]=2)=[CH:5][CH:4]=1.[Cl:17][C:18]1[C:25]([Cl:26])=[C:24]([OH:27])[CH:23]=[CH:22][C:19]=1[CH:20]=O.